This data is from Catalyst prediction with 721,799 reactions and 888 catalyst types from USPTO. The task is: Predict which catalyst facilitates the given reaction. (1) Reactant: [Cl-].[Al+3].[Cl-].[Cl-].[CH3:5][O:6][C:7]1[CH:12]=[CH:11][CH:10]=[CH:9][C:8]=1[O:13][CH3:14].[C:15]([N:18]1[CH2:23][CH2:22][CH:21]([C:24](Cl)=[O:25])[CH2:20][CH2:19]1)(=[O:17])[CH3:16]. Product: [CH3:5][O:6][C:7]1[CH:12]=[C:11]([CH:10]=[CH:9][C:8]=1[O:13][CH3:14])[C:24]([CH:21]1[CH2:20][CH2:19][N:18]([C:15](=[O:17])[CH3:16])[CH2:23][CH2:22]1)=[O:25]. The catalyst class is: 605. (2) Reactant: Br[C:2]1[CH:3]=[C:4]2[C:9](=[CH:10][CH:11]=1)[O:8][CH:7]([C:12]1[CH:17]=[CH:16][CH:15]=[CH:14][CH:13]=1)[CH2:6][C:5]2=[CH2:18].[C:19]([C:21]1[CH:22]=[C:23](B(O)O)[CH:24]=[CH:25][CH:26]=1)#[N:20]. Product: [CH2:18]=[C:5]1[C:4]2[C:9](=[CH:10][CH:11]=[C:2]([C:25]3[CH:26]=[C:21]([CH:22]=[CH:23][CH:24]=3)[C:19]#[N:20])[CH:3]=2)[O:8][CH:7]([C:12]2[CH:17]=[CH:16][CH:15]=[CH:14][CH:13]=2)[CH2:6]1. The catalyst class is: 806. (3) Reactant: C[C:2]1[N:3]=[CH:4][C:5]([N:9]2[C@@H:16]3[C@@H:11]([CH2:12][CH2:13][NH:14][CH2:15]3)[CH2:10]2)=[N:6][C:7]=1C.[CH3:17]C1C=C(C)N=C(N2[C@@H]3[C@@H](CCNC3)C2)N=1.[F:33][C:34]1[CH:42]=[CH:41][CH:40]=[C:39]([N:43]2[N:47]=[CH:46][CH:45]=[N:44]2)[C:35]=1[C:36](O)=[O:37].S1C=CC=C1C1C=CC=CC=1C(O)=O. Product: [F:33][C:34]1[CH:42]=[CH:41][CH:40]=[C:39]([N:43]2[N:47]=[CH:46][CH:45]=[N:44]2)[C:35]=1[C:36]([N:14]1[CH2:13][CH2:12][C@@H:11]2[C@@H:16]([N:9]([C:5]3[C:4]([CH3:17])=[N:3][CH:2]=[CH:7][N:6]=3)[CH2:10]2)[CH2:15]1)=[O:37]. The catalyst class is: 2. (4) Reactant: C(=O)([O-])[O-].[K+].[K+].[O:7]([CH:14]1[CH2:17][NH:16][CH2:15]1)[C:8]1[CH:13]=[CH:12][CH:11]=[CH:10][CH:9]=1.Br[C:19]1[C:20]([NH2:26])=[N:21][CH:22]=[C:23]([CH3:25])[N:24]=1.O. Product: [CH3:25][C:23]1[N:24]=[C:19]([N:16]2[CH2:17][CH:14]([O:7][C:8]3[CH:9]=[CH:10][CH:11]=[CH:12][CH:13]=3)[CH2:15]2)[C:20]([NH2:26])=[N:21][CH:22]=1. The catalyst class is: 31. (5) Reactant: [CH2:1]1[N:9]2[C:4](=[N:5][S:6](=[O:15])(=[O:14])[C:7]3[CH:13]=[CH:12][CH:11]=[CH:10][C:8]=32)[CH2:3][CH2:2]1.[N+:16]([O-])([O-:18])=[O:17].[K+]. Product: [N+:16]([C:12]1[CH:11]=[CH:10][C:8]2[N:9]3[CH2:1][CH2:2][CH2:3][C:4]3=[N:5][S:6](=[O:14])(=[O:15])[C:7]=2[CH:13]=1)([O-:18])=[O:17]. The catalyst class is: 82. (6) Reactant: [CH3:1]CCCCC.C[Si](C=[N+]=[N-])(C)C.[OH:14][C:15]1[C:24]2[C:19](=[CH:20][CH:21]=[CH:22][CH:23]=2)[N:18]([CH3:25])[C:17](=[O:26])[C:16]=1[I:27]. Product: [I:27][C:16]1[C:17](=[O:26])[N:18]([CH3:25])[C:19]2[C:24]([C:15]=1[O:14][CH3:1])=[CH:23][CH:22]=[CH:21][CH:20]=2. The catalyst class is: 5. (7) Product: [CH2:33]([NH:40][C:10](=[O:12])[C@H:9]([NH:8][C:6](=[O:7])[O:5][C:1]([CH3:2])([CH3:3])[CH3:4])[CH2:13][O:14][CH:15]([F:17])[F:16])[C:34]1[CH:39]=[CH:38][CH:37]=[CH:36][CH:35]=1. The catalyst class is: 56. Reactant: [C:1]([O:5][C:6]([NH:8][C@H:9]([CH2:13][O:14][CH:15]([F:17])[F:16])[C:10]([OH:12])=O)=[O:7])([CH3:4])([CH3:3])[CH3:2].C(N(CC)CC)C.ClC(OCC(C)C)=O.[CH2:33]([NH2:40])[C:34]1[CH:39]=[CH:38][CH:37]=[CH:36][CH:35]=1.